This data is from Reaction yield outcomes from USPTO patents with 853,638 reactions. The task is: Predict the reaction yield, written as a fraction of the theoretical maximum amount of product (1.0 means a 100% yield; for example, 0.34 means a 34% yield). The reactants are [CH3:1][O:2][C:3]1[CH:28]=[CH:27][C:6]([CH2:7][N:8]2[C:12]3=[N:13][CH:14]=[CH:15][C:16]([O:17][C:18]4[CH:23]=[CH:22][C:21]([NH2:24])=[CH:20][C:19]=4[F:25])=[C:11]3[C:10](I)=[N:9]2)=[CH:5][CH:4]=1.[CH3:29][N:30]([CH3:36])[C@H:31]1[CH2:35][CH2:34][NH:33][CH2:32]1.C([O-])([O-])=O.[K+].[K+].N1CCC[C@H]1C(O)=O. The catalyst is CS(C)=O.ClCCl. The product is [NH2:24][C:21]1[CH:22]=[CH:23][C:18]([O:17][C:16]2[CH:15]=[CH:14][N:13]=[C:12]3[N:8]([CH2:7][C:6]4[CH:27]=[CH:28][C:3]([O:2][CH3:1])=[CH:4][CH:5]=4)[N:9]=[C:10]([N:33]4[CH2:34][CH2:35][C@H:31]([N:30]([CH3:36])[CH3:29])[CH2:32]4)[C:11]=23)=[C:19]([F:25])[CH:20]=1. The yield is 0.200.